Dataset: NCI-60 drug combinations with 297,098 pairs across 59 cell lines. Task: Regression. Given two drug SMILES strings and cell line genomic features, predict the synergy score measuring deviation from expected non-interaction effect. (1) Drug 1: C1=CN(C=N1)CC(O)(P(=O)(O)O)P(=O)(O)O. Cell line: UACC62. Drug 2: COC1=C2C(=CC3=C1OC=C3)C=CC(=O)O2. Synergy scores: CSS=2.45, Synergy_ZIP=0.381, Synergy_Bliss=0.617, Synergy_Loewe=2.10, Synergy_HSA=0.269. (2) Drug 1: CC1=C(C(=CC=C1)Cl)NC(=O)C2=CN=C(S2)NC3=CC(=NC(=N3)C)N4CCN(CC4)CCO. Drug 2: CC(C)(C#N)C1=CC(=CC(=C1)CN2C=NC=N2)C(C)(C)C#N. Cell line: MCF7. Synergy scores: CSS=-2.36, Synergy_ZIP=0.503, Synergy_Bliss=-0.922, Synergy_Loewe=-1.97, Synergy_HSA=-3.31.